From a dataset of Forward reaction prediction with 1.9M reactions from USPTO patents (1976-2016). Predict the product of the given reaction. (1) Given the reactants [OH:1][C:2]1[CH:9]=[CH:8][C:5]([CH:6]=[O:7])=[CH:4][C:3]=1[C:10]([F:13])([F:12])[F:11].C(=O)([O-])[O-].[K+].[K+].Br[CH2:21][C:22]1[CH:27]=[CH:26][C:25]([C:28]([F:31])([F:30])[F:29])=[CH:24][C:23]=1[C:32]([F:35])([F:34])[F:33].O, predict the reaction product. The product is: [F:33][C:32]([F:34])([F:35])[C:23]1[CH:24]=[C:25]([C:28]([F:31])([F:29])[F:30])[CH:26]=[CH:27][C:22]=1[CH2:21][O:1][C:2]1[CH:9]=[CH:8][C:5]([CH:6]=[O:7])=[CH:4][C:3]=1[C:10]([F:11])([F:12])[F:13]. (2) Given the reactants OO.[CH3:3][C:4]1[CH:5]=[CH:6][C:7]([N:10]2[CH:14]=[CH:13][C:12]([C:15]([F:18])([F:17])[F:16])=[N:11]2)=[N:8][CH:9]=1.C1CCCCC1.C(OCC)(=[O:27])C, predict the reaction product. The product is: [CH3:3][C:4]1[CH:5]=[CH:6][C:7]([N:10]2[CH:14]=[CH:13][C:12]([C:15]([F:16])([F:18])[F:17])=[N:11]2)=[N+:8]([O-:27])[CH:9]=1.